From a dataset of Forward reaction prediction with 1.9M reactions from USPTO patents (1976-2016). Predict the product of the given reaction. Given the reactants Cl.CNC.CC(=O)CC.[C-]#N.[K+].[CH3:13][N:14]([CH3:22])[C:15]1([C:20]#[N:21])[CH2:19]C[CH2:17][CH2:16]1, predict the reaction product. The product is: [CH3:13][N:14]([CH3:22])[C:15]([CH3:19])([CH2:16][CH3:17])[C:20]#[N:21].